This data is from Reaction yield outcomes from USPTO patents with 853,638 reactions. The task is: Predict the reaction yield, written as a fraction of the theoretical maximum amount of product (1.0 means a 100% yield; for example, 0.34 means a 34% yield). (1) The reactants are C(=O)([O-])[O-].[K+].[K+].Br[CH2:8][CH2:9]Br.[CH:11]1[C:20]2[C:15](=[CH:16][CH:17]=[CH:18][CH:19]=2)[CH:14]=[CH:13][C:12]=1[S:21]([CH2:24][C:25]([O:27][CH3:28])=[O:26])(=[O:23])=[O:22].C(Cl)Cl. The catalyst is CN(C=O)C.CCOC(C)=O.CCCCCC. The product is [CH:11]1[C:20]2[C:15](=[CH:16][CH:17]=[CH:18][CH:19]=2)[CH:14]=[CH:13][C:12]=1[S:21]([C:24]1([C:25]([O:27][CH3:28])=[O:26])[CH2:9][CH2:8]1)(=[O:23])=[O:22]. The yield is 0.956. (2) The reactants are [C:1]([O:4][C:5]1[CH:26]=[CH:25][C:8]([CH:9]=[CH:10][C:11]2[CH:16]=[C:15]([O:17]COC)[CH:14]=[C:13]([O:21]COC)[CH:12]=2)=[CH:7][CH:6]=1)(=[O:3])[CH3:2].[Na+].[I-].C[Si](Cl)(C)C. The catalyst is C(Cl)Cl.CC#N. The product is [C:1]([O:4][C:5]1[CH:26]=[CH:25][C:8]([CH:9]=[CH:10][C:11]2[CH:12]=[C:13]([OH:21])[CH:14]=[C:15]([OH:17])[CH:16]=2)=[CH:7][CH:6]=1)(=[O:3])[CH3:2]. The yield is 0.720. (3) The reactants are [CH2:1]([O:3][C:4](=[O:14])[CH2:5][CH2:6][CH2:7][CH2:8][CH2:9][CH2:10][CH2:11][CH:12]=[CH2:13])[CH3:2].[F:15][C:16]1[CH:23]=[CH:22][CH:21]=[CH:20][C:17]=1C=C. The catalyst is ClCCl. The product is [CH2:1]([O:3][C:4](=[O:14])[CH2:5][CH2:6][CH2:7][CH2:8][CH2:9][CH2:10][CH2:11][CH:12]=[CH:13][C:17]1[CH:20]=[CH:21][CH:22]=[CH:23][C:16]=1[F:15])[CH3:2]. The yield is 0.570. (4) The product is [CH-:1]1[CH:11]=[CH:4][CH:3]=[CH:2]1.[CH-:15]1[CH:14]=[CH:3][CH:2]=[CH:1]1.[Zr+2:10]. The yield is 0.510. The reactants are [CH2:1]([Li])[CH2:2][CH2:3][CH3:4].[Cl-].[Cl-].[Cl-].[Cl-].[Zr+4:10].[CH3:11]CO[CH2:14][CH3:15]. No catalyst specified. (5) The reactants are [Cl:1][C:2]1[C:9]([C:10]#[C:11][Si](C)(C)C)=[C:8](F)[CH:7]=[CH:6][C:3]=1[C:4]#[N:5].[NH2:17][CH:18]([CH2:23][CH3:24])[C:19]([CH3:22])([OH:21])[CH3:20].C([O-])([O-])=O.[K+].[K+].CN1C(=O)CCC1. The catalyst is O. The product is [Cl:1][C:2]1[C:3]([C:4]#[N:5])=[CH:6][CH:7]=[C:8]2[C:9]=1[CH:10]=[CH:11][N:17]2[CH:18]([CH2:23][CH3:24])[C:19]([OH:21])([CH3:22])[CH3:20]. The yield is 0.430. (6) The reactants are [Br:1][C:2]1[CH:8]=[CH:7][CH:6]=[CH:5][C:3]=1[NH2:4].C([O-])([O-])=O.[K+].[K+].[C:15](Cl)(=[O:24])[CH:16]=[CH:17][C:18]1[CH:23]=[CH:22][CH:21]=[CH:20][CH:19]=1. The catalyst is O.CC(C)=O. The product is [Br:1][C:2]1[CH:8]=[CH:7][CH:6]=[CH:5][C:3]=1[NH:4][C:15](=[O:24])[CH:16]=[CH:17][C:18]1[CH:23]=[CH:22][CH:21]=[CH:20][CH:19]=1. The yield is 0.640. (7) The reactants are [Cl:1][C:2]1[S:6][C:5]([CH2:7][N:8]2[C:16]3[C:11](=[CH:12][CH:13]=[CH:14][CH:15]=3)[C:10](=O)[C:9]2=[O:18])=[CH:4][CH:3]=1.[F:19][C:20]([F:29])([F:28])[C:21]1[CH:22]=[C:23]([CH:25]=[CH:26][CH:27]=1)[NH2:24]. No catalyst specified. The product is [Cl:1][C:2]1[S:6][C:5]([CH2:7][N:8]2[C:16]3[C:11](=[CH:12][CH:13]=[CH:14][CH:15]=3)[C:10](=[N:24][C:23]3[CH:25]=[CH:26][CH:27]=[C:21]([C:20]([F:19])([F:28])[F:29])[CH:22]=3)[C:9]2=[O:18])=[CH:4][CH:3]=1. The yield is 0.610.